This data is from Full USPTO retrosynthesis dataset with 1.9M reactions from patents (1976-2016). The task is: Predict the reactants needed to synthesize the given product. (1) Given the product [Br:1][C:2]1[CH:7]=[CH:6][C:5]([CH:8]=[O:9])=[C:4]([N+:10]([O-:12])=[O:11])[CH:3]=1, predict the reactants needed to synthesize it. The reactants are: [Br:1][C:2]1[CH:7]=[CH:6][C:5]([CH2:8][OH:9])=[C:4]([N+:10]([O-:12])=[O:11])[CH:3]=1. (2) Given the product [CH3:1][O:2][CH2:3][C:4]1[N:5]=[C:6]2[N:7]=[C:8]([C:29]3[C:34]([C:35]([F:36])([F:37])[F:38])=[CH:33][CH:32]=[CH:31][N:30]=3)[CH:9]=[CH:10][C:11]2=[C:12]2[C:13]=1[O:28][C:19]1[C:18](=[CH:23][CH:22]=[C:21]([C:24]([F:25])([F:27])[F:26])[CH:20]=1)[NH:17]2, predict the reactants needed to synthesize it. The reactants are: [CH3:1][O:2][CH2:3][C:4]1[C:13]([N+]([O-])=O)=[C:12]([NH:17][C:18]2[CH:23]=[CH:22][C:21]([C:24]([F:27])([F:26])[F:25])=[CH:20][C:19]=2[OH:28])[C:11]2[C:6](=[N:7][C:8]([C:29]3[C:34]([C:35]([F:38])([F:37])[F:36])=[CH:33][CH:32]=[CH:31][N:30]=3)=[CH:9][CH:10]=2)[N:5]=1.C([O-])([O-])=O.[K+].[K+]. (3) Given the product [Cl:1][C:2]1[CH:7]=[CH:6][C:5]([C:8]([N:13]2[C:21]3[C:16](=[C:17]([N:22]([CH2:27][O:28][CH2:29][CH2:30][Si:31]([CH3:34])([CH3:33])[CH3:32])[S:23]([CH3:26])(=[O:25])=[O:24])[CH:18]=[CH:19][CH:20]=3)[CH:15]=[CH:14]2)([CH2:11][CH3:12])[C:9]#[C:10][C:40]([O:41][CH3:42])=[O:43])=[CH:4][CH:3]=1, predict the reactants needed to synthesize it. The reactants are: [Cl:1][C:2]1[CH:7]=[CH:6][C:5]([C:8]([N:13]2[C:21]3[C:16](=[C:17]([N:22]([CH2:27][O:28][CH2:29][CH2:30][Si:31]([CH3:34])([CH3:33])[CH3:32])[S:23]([CH3:26])(=[O:25])=[O:24])[CH:18]=[CH:19][CH:20]=3)[CH:15]=[CH:14]2)([CH2:11][CH3:12])[C:9]#[CH:10])=[CH:4][CH:3]=1.[Li]CCCC.[C:40](Cl)(=[O:43])[O:41][CH3:42]. (4) Given the product [C@H:14]1([NH:13][C:6]2[CH:5]=[CH:4][C:3]3[C:8](=[CH:9][CH:10]=[CH:11][C:2]=3[C:25]3[CH:24]=[N:23][CH:28]=[CH:27][CH:26]=3)[N:7]=2)[C:22]2[C:17](=[CH:18][CH:19]=[CH:20][CH:21]=2)[CH2:16][CH2:15]1, predict the reactants needed to synthesize it. The reactants are: I[C:2]1[CH:11]=[CH:10][CH:9]=[C:8]2[C:3]=1[CH:4]=[CH:5][C:6](Cl)=[N:7]2.[NH2:13][C@H:14]1[C:22]2[C:17](=[CH:18][CH:19]=[CH:20][CH:21]=2)[CH2:16][CH2:15]1.[N:23]1[CH:28]=[CH:27][CH:26]=[C:25](B(O)O)[CH:24]=1. (5) Given the product [CH3:1][O:2][C:3]1[CH:4]=[CH:5][C:6]2[N:11]([C:12]([O:14][CH2:15][C:16]3[CH:17]=[CH:18][CH:19]=[CH:20][CH:21]=3)=[O:13])[CH2:10][C:9](=[O:22])[N:8]([CH2:39][C@@H:40]3[CH2:42][O:41]3)[C:7]=2[N:23]=1, predict the reactants needed to synthesize it. The reactants are: [CH3:1][O:2][C:3]1[CH:4]=[CH:5][C:6]2[N:11]([C:12]([O:14][CH2:15][C:16]3[CH:21]=[CH:20][CH:19]=[CH:18][CH:17]=3)=[O:13])[CH2:10][C:9](=[O:22])[NH:8][C:7]=2[N:23]=1.[H-].[Na+].[N+](C1C=C(S(O[CH2:39][C@@H:40]2[CH2:42][O:41]2)(=O)=O)C=CC=1)([O-])=O. (6) Given the product [CH3:1][C:2]1[CH:7]=[C:6]([CH3:8])[CH:5]=[CH:4][C:3]=1[NH:9][C:11]1[CH:16]=[CH:15][C:14]([CH3:17])=[CH:13][CH:12]=1, predict the reactants needed to synthesize it. The reactants are: [CH3:1][C:2]1[CH:7]=[C:6]([CH3:8])[CH:5]=[CH:4][C:3]=1[NH2:9].Br[C:11]1[CH:16]=[CH:15][C:14]([CH3:17])=[CH:13][CH:12]=1.C(P(C(C)(C)C)=O)(C)(C)C.P([O-])([O-])([O-])=O.[K+].[K+].[K+]. (7) Given the product [CH2:1]([N:3]1[C:7]2[N:8]=[C:9]([C:18]3[CH:23]=[CH:22][C:21]([NH:24][C:25]([NH:27][C:28]4[CH:29]=[CH:30][C:31]([C:32]([N:37]5[CH2:42][CH2:41][NH:40][CH2:39][CH2:38]5)=[O:33])=[CH:35][CH:36]=4)=[O:26])=[CH:20][CH:19]=3)[N:10]=[C:11]([N:12]3[CH2:13][CH2:14][O:15][CH2:16][CH2:17]3)[C:6]=2[CH:5]=[CH:4]1)[CH3:2], predict the reactants needed to synthesize it. The reactants are: [CH2:1]([N:3]1[C:7]2[N:8]=[C:9]([C:18]3[CH:23]=[CH:22][C:21]([NH:24][C:25]([NH:27][C:28]4[CH:36]=[CH:35][C:31]([C:32](O)=[O:33])=[CH:30][CH:29]=4)=[O:26])=[CH:20][CH:19]=3)[N:10]=[C:11]([N:12]3[CH2:17][CH2:16][O:15][CH2:14][CH2:13]3)[C:6]=2[CH:5]=[CH:4]1)[CH3:2].[NH:37]1[CH2:42][CH2:41][NH:40][CH2:39][CH2:38]1.